This data is from Full USPTO retrosynthesis dataset with 1.9M reactions from patents (1976-2016). The task is: Predict the reactants needed to synthesize the given product. (1) Given the product [Br:26][CH:10]([CH3:11])[C:9]([C:12]1[N:17]=[CH:16][CH:15]=[CH:14][N:13]=1)=[O:8], predict the reactants needed to synthesize it. The reactants are: [Si]([O:8]/[C:9](/[C:12]1[N:17]=[CH:16][CH:15]=[CH:14][N:13]=1)=[CH:10]\[CH3:11])(C(C)(C)C)(C)C.O.C1C(=O)N([Br:26])C(=O)C1. (2) Given the product [CH:31]1([CH2:30][NH:29][C:2]2[N:7]=[C:6]([NH:8][C:9]3[CH:10]=[C:11]4[C:15](=[CH:16][CH:17]=3)[CH2:14][CH:13]([OH:18])[CH2:12]4)[CH:5]=[C:4]([C:19]3[CH:20]=[CH:21][C:22]([C:25]([F:27])([F:28])[F:26])=[CH:23][CH:24]=3)[N:3]=2)[CH2:36][CH2:35][CH2:34][CH2:33][CH2:32]1, predict the reactants needed to synthesize it. The reactants are: Cl[C:2]1[N:7]=[C:6]([NH:8][C:9]2[CH:10]=[C:11]3[C:15](=[CH:16][CH:17]=2)[CH2:14][CH:13]([OH:18])[CH2:12]3)[CH:5]=[C:4]([C:19]2[CH:24]=[CH:23][C:22]([C:25]([F:28])([F:27])[F:26])=[CH:21][CH:20]=2)[N:3]=1.[NH2:29][CH2:30][CH:31]1[CH2:36][CH2:35][CH2:34][CH2:33][CH2:32]1. (3) Given the product [CH3:1][C:2]1[C:3]([C:4](=[O:6])[S:36][C:33]2[CH:34]=[CH:35][C:30]([CH3:29])=[CH:31][CH:32]=2)=[CH:7][C:8]([C:11]2[CH:16]=[CH:15][CH:14]=[CH:13][CH:12]=2)=[CH:9][N:10]=1, predict the reactants needed to synthesize it. The reactants are: [CH3:1][C:2]1[N:10]=[CH:9][C:8]([C:11]2[CH:16]=[CH:15][CH:14]=[CH:13][CH:12]=2)=[CH:7][C:3]=1[C:4]([OH:6])=O.C(Cl)(=O)C(Cl)=O.N1C=CC=CC=1.[CH3:29][C:30]1[CH:35]=[CH:34][C:33]([SH:36])=[CH:32][CH:31]=1. (4) Given the product [F:23][C:2]([F:1])([F:22])[C:3]1[CH:17]=[C:16]([C:18]([F:21])([F:20])[F:19])[CH:15]=[CH:14][C:4]=1[CH2:5][N:6]1[CH2:11][CH2:10][CH:9](/[CH:12]=[C:38]2/[C:34]([NH:33][CH2:32][C:26]3([CH2:25][OH:24])[CH2:27][CH2:28][O:29][CH2:30][CH2:31]3)=[N:35][C:36](=[O:39])[S:37]/2)[CH2:8][CH2:7]1, predict the reactants needed to synthesize it. The reactants are: [F:1][C:2]([F:23])([F:22])[C:3]1[CH:17]=[C:16]([C:18]([F:21])([F:20])[F:19])[CH:15]=[CH:14][C:4]=1[CH2:5][N:6]1[CH2:11][CH2:10][CH:9]([CH:12]=O)[CH2:8][CH2:7]1.[OH:24][CH2:25][C:26]1([CH2:32][NH:33][C:34]2[CH2:38][S:37][C:36](=[O:39])[N:35]=2)[CH2:31][CH2:30][O:29][CH2:28][CH2:27]1.C([O-])(=O)C.[NH2+]1CCCCC1. (5) Given the product [F:1][C:2]1[C:3]([NH:18][C@@H:19]([C:24]([CH3:28])([CH3:29])[CH3:25])[CH2:20][C:21]([OH:23])=[O:22])=[N:4][C:5]([C:8]2[C:16]3[C:11](=[N:12][CH:13]=[C:14]([F:17])[CH:15]=3)[NH:10][N:9]=2)=[C:34]([F:49])[CH:33]=1.[Br:30][C:31]1[N:36]=[C:35]([NH:37][C@@H:38]([C:45]([CH3:47])([CH3:46])[CH3:48])[CH2:39][C:40]([O:42][CH2:43][CH3:44])=[O:41])[C:34]([F:49])=[CH:33][C:32]=1[F:50], predict the reactants needed to synthesize it. The reactants are: [F:1][C:2]1[C:3]([NH:18][CH:19]([C:24]2([CH3:29])[CH2:28]CC[CH2:25]2)[CH2:20][C:21]([OH:23])=[O:22])=[N:4][C:5]([C:8]2[C:16]3[C:11](=[N:12][CH:13]=[C:14]([F:17])[CH:15]=3)[NH:10][N:9]=2)=NC=1.[Br:30][C:31]1[N:36]=[C:35]([NH:37][C@@H:38]([C:45]([CH3:48])([CH3:47])[CH3:46])[CH2:39][C:40]([O:42][CH2:43][CH3:44])=[O:41])[C:34]([F:49])=[CH:33][C:32]=1[F:50].ClC1N=C(N[C@@H](C2(C)CCCC2)CC(OCC)=O)C(F)=CC=1C#N.BrC1C(F)=CC(F)=C(F)N=1.ClC1C(C#N)=CC(F)=C(F)N=1. (6) Given the product [F:37][C:38]1[CH:43]=[CH:42][C:41]([F:44])=[CH:40][C:39]=1[C:8]1[CH:7]=[CH:6][C:5]2[C:10](=[CH:11][CH:12]=[C:3]([O:2][CH3:1])[CH:4]=2)[C:9]=1[CH2:13][C:14]1[CH:19]=[CH:18][C:17]([O:20][CH2:21][CH2:22][N:23]2[CH2:28][CH2:27][CH2:26][CH2:25][CH2:24]2)=[CH:16][CH:15]=1, predict the reactants needed to synthesize it. The reactants are: [CH3:1][O:2][C:3]1[CH:4]=[C:5]2[C:10](=[CH:11][CH:12]=1)[C:9]([CH2:13][C:14]1[CH:19]=[CH:18][C:17]([O:20][CH2:21][CH2:22][N:23]3[CH2:28][CH2:27][CH2:26][CH2:25][CH2:24]3)=[CH:16][CH:15]=1)=[C:8](OS(C(F)(F)F)(=O)=O)[CH:7]=[CH:6]2.[F:37][C:38]1[CH:43]=[CH:42][C:41]([F:44])=[CH:40][C:39]=1B(O)O.[F-].[Cs+].